This data is from Forward reaction prediction with 1.9M reactions from USPTO patents (1976-2016). The task is: Predict the product of the given reaction. (1) Given the reactants [Br:1][C:2]1[C:11]([OH:12])=[CH:10][C:5]([C:6]([O:8][CH3:9])=[O:7])=[CH:4][C:3]=1[OH:13].C(=O)([O-])[O-].[K+].[K+].[CH2:20](Br)[C:21]1[CH:26]=[CH:25][CH:24]=[CH:23][CH:22]=1.Cl, predict the reaction product. The product is: [CH2:20]([O:12][C:11]1[CH:10]=[C:5]([CH:4]=[C:3]([OH:13])[C:2]=1[Br:1])[C:6]([O:8][CH3:9])=[O:7])[C:21]1[CH:26]=[CH:25][CH:24]=[CH:23][CH:22]=1. (2) Given the reactants [CH3:1][C:2]1[C:7]([O:8][CH2:9][C:10]([F:13])([F:12])[F:11])=[CH:6][N:5]=[C:4]([CH:14]=O)[CH:3]=1.[CH3:16][C:17]([S@:20]([NH2:22])=[O:21])([CH3:19])[CH3:18].O.CCOC(C)=O, predict the reaction product. The product is: [CH3:16][C:17]([S@:20](/[N:22]=[CH:14]/[C:4]1[CH:3]=[C:2]([CH3:1])[C:7]([O:8][CH2:9][C:10]([F:13])([F:12])[F:11])=[CH:6][N:5]=1)=[O:21])([CH3:19])[CH3:18]. (3) Given the reactants [CH3:1][CH2:2][C:3]1[C:12]2[CH2:13][N:14]3[C:19](=[O:20])[C:18]4[CH2:21][O:22][C:23]([C@:25]([OH:28])([CH2:26][CH3:27])[C:17]=4[CH:16]=[C:15]3[C:11]=2[N:10]=[C:9]2[C:4]=1[CH:5]=[C:6]([O:29][C:30]([N:32]1[CH2:37][CH2:36][CH:35]([N:38]3[CH2:43][CH2:42][CH2:41][CH2:40][CH2:39]3)[CH2:34][CH2:33]1)=[O:31])[CH:7]=[CH:8]2)=[O:24].CC(C)=O.[ClH:48], predict the reaction product. The product is: [CH3:1][CH2:2][C:3]1[C:12]2[CH2:13][N:14]3[C:19](=[O:20])[C:18]4[CH2:21][O:22][C:23]([C@:25]([OH:28])([CH2:26][CH3:27])[C:17]=4[CH:16]=[C:15]3[C:11]=2[N:10]=[C:9]2[C:4]=1[CH:5]=[C:6]([O:29][C:30]([N:32]1[CH2:33][CH2:34][CH:35]([N:38]3[CH2:43][CH2:42][CH2:41][CH2:40][CH2:39]3)[CH2:36][CH2:37]1)=[O:31])[CH:7]=[CH:8]2)=[O:24].[ClH:48]. (4) Given the reactants [N:1]1[C:5]2[CH:6]=[CH:7][C:8]([C:10]([NH:12][NH2:13])=[O:11])=[CH:9][C:4]=2[NH:3][CH:2]=1.[CH3:14][O:15][C:16]1[CH:21]=[C:20]([O:22][CH3:23])[CH:19]=[CH:18][C:17]=1[CH2:24][CH2:25][C:26](Cl)=O.O=P(Cl)(Cl)Cl, predict the reaction product. The product is: [CH3:14][O:15][C:16]1[CH:21]=[C:20]([O:22][CH3:23])[CH:19]=[CH:18][C:17]=1[CH2:24][CH2:25][C:26]1[O:11][C:10]([C:8]2[CH:7]=[CH:6][C:5]3[NH:1][CH:2]=[N:3][C:4]=3[CH:9]=2)=[N:12][N:13]=1.